Dataset: Full USPTO retrosynthesis dataset with 1.9M reactions from patents (1976-2016). Task: Predict the reactants needed to synthesize the given product. (1) Given the product [OH:15][C:3]1[C:4]2[C:9](=[CH:8][CH:7]=[CH:6][CH:5]=2)[CH:10]=[CH:11][CH:2]=1, predict the reactants needed to synthesize it. The reactants are: O[C:2]1[CH:11]=[CH:10][C:9]2[C:4](=[CH:5][C:6](O)=[CH:7][CH:8]=2)[CH:3]=1.CC(CC(C)C)=[O:15].C=O. (2) Given the product [CH3:1][S:2]([C:5]1[N:6]=[CH:7][C:8]([O:11][C:12]2[CH:17]=[CH:16][C:15]([NH2:18])=[C:14]([O:21][CH:22]3[CH2:27][CH2:26][O:25][CH2:24][CH2:23]3)[CH:13]=2)=[CH:9][CH:10]=1)(=[O:3])=[O:4], predict the reactants needed to synthesize it. The reactants are: [CH3:1][S:2]([C:5]1[CH:10]=[CH:9][C:8]([O:11][C:12]2[CH:17]=[CH:16][C:15]([N+:18]([O-])=O)=[C:14]([O:21][CH:22]3[CH2:27][CH2:26][O:25][CH2:24][CH2:23]3)[CH:13]=2)=[CH:7][N:6]=1)(=[O:4])=[O:3]. (3) Given the product [C:24]1([C:30]2[CH:31]=[CH:32][C:33]3[N:34]([C:2]4[CH:7]=[CH:6][C:5]([C:8]5[C:17]([C:18]6[CH:19]=[CH:20][CH:21]=[CH:22][CH:23]=6)=[N:16][C:15]6[C:10](=[CH:11][CH:12]=[CH:13][CH:14]=6)[N:9]=5)=[CH:4][CH:3]=4)[C:35]4[C:40]([C:41]=3[CH:42]=2)=[CH:39][C:38]([C:43]2[CH:44]=[CH:45][CH:46]=[CH:47][CH:48]=2)=[CH:37][CH:36]=4)[CH:29]=[CH:28][CH:27]=[CH:26][CH:25]=1, predict the reactants needed to synthesize it. The reactants are: Br[C:2]1[CH:7]=[CH:6][C:5]([C:8]2[C:17]([C:18]3[CH:23]=[CH:22][CH:21]=[CH:20][CH:19]=3)=[N:16][C:15]3[C:10](=[CH:11][CH:12]=[CH:13][CH:14]=3)[N:9]=2)=[CH:4][CH:3]=1.[C:24]1([C:30]2[CH:31]=[CH:32][C:33]3[NH:34][C:35]4[C:40]([C:41]=3[CH:42]=2)=[CH:39][C:38]([C:43]2[CH:48]=[CH:47][CH:46]=[CH:45][CH:44]=2)=[CH:37][CH:36]=4)[CH:29]=[CH:28][CH:27]=[CH:26][CH:25]=1.CC(C)([O-])C.[Na+].C(P(C(C)(C)C)C(C)(C)C)(C)(C)C.